This data is from Full USPTO retrosynthesis dataset with 1.9M reactions from patents (1976-2016). The task is: Predict the reactants needed to synthesize the given product. Given the product [Cl:1][C:2]1[N:7]=[C:6]([O:10][C:11]2[CH:37]=[CH:36][CH:35]=[CH:34][C:12]=2[CH2:13][NH:14][C:15]([NH:17][C:18]2[N:22]([C:23]3[CH:28]=[CH:27][C:26]([CH3:29])=[CH:25][CH:24]=3)[N:21]=[C:20]([C:30]([CH3:32])([CH3:33])[CH3:31])[CH:19]=2)=[O:16])[C:5]([CH3:9])=[CH:4][N:3]=1, predict the reactants needed to synthesize it. The reactants are: [Cl:1][C:2]1[N:7]=[C:6](Cl)[C:5]([CH3:9])=[CH:4][N:3]=1.[OH:10][C:11]1[CH:37]=[CH:36][CH:35]=[CH:34][C:12]=1[CH2:13][NH:14][C:15]([NH:17][C:18]1[N:22]([C:23]2[CH:28]=[CH:27][C:26]([CH3:29])=[CH:25][CH:24]=2)[N:21]=[C:20]([C:30]([CH3:33])([CH3:32])[CH3:31])[CH:19]=1)=[O:16].[OH-].[Na+].[Cl-].[NH4+].